Dataset: Forward reaction prediction with 1.9M reactions from USPTO patents (1976-2016). Task: Predict the product of the given reaction. (1) Given the reactants [C:1]([O:5][C:6]([N:8]1[CH2:11][CH:10]([N+:12]([O-:42])([CH2:14][CH2:15][N:16]2[C:21]3[N:22]=[C:23](S(C)=O)[N:24]=[CH:25][C:20]=3[CH:19]=[C:18]([C:29]3[C:34]([Cl:35])=[C:33]([O:36][CH3:37])[CH:32]=[C:31]([O:38][CH3:39])[C:30]=3[Cl:40])[C:17]2=[O:41])[CH3:13])[CH2:9]1)=[O:7])([CH3:4])([CH3:3])[CH3:2].[CH3:43][NH2:44], predict the reaction product. The product is: [C:1]([O:5][C:6]([N:8]1[CH2:11][CH:10]([N+:12]([O-:42])([CH2:14][CH2:15][N:16]2[C:21]3[N:22]=[C:23]([NH:44][CH3:43])[N:24]=[CH:25][C:20]=3[CH:19]=[C:18]([C:29]3[C:34]([Cl:35])=[C:33]([O:36][CH3:37])[CH:32]=[C:31]([O:38][CH3:39])[C:30]=3[Cl:40])[C:17]2=[O:41])[CH3:13])[CH2:9]1)=[O:7])([CH3:4])([CH3:3])[CH3:2]. (2) Given the reactants [CH2:1]([N:3]([CH2:8][C:9]1[C:14]([N+:15]([O-])=O)=[CH:13][CH:12]=[C:11]([Cl:18])[C:10]=1[Cl:19])[CH2:4][C:5]([OH:7])=[O:6])[CH3:2], predict the reaction product. The product is: [CH2:1]([N:3]([CH2:8][C:9]1[C:14]([NH2:15])=[CH:13][CH:12]=[C:11]([Cl:18])[C:10]=1[Cl:19])[CH2:4][C:5]([OH:7])=[O:6])[CH3:2].